This data is from Full USPTO retrosynthesis dataset with 1.9M reactions from patents (1976-2016). The task is: Predict the reactants needed to synthesize the given product. (1) The reactants are: [O:1]=[C:2]1[CH2:6][CH2:5][CH2:4][CH:3]1[C:7]([O:9][CH3:10])=[O:8].C(N(CC)C(C)C)(C)C.[F:20][C:21]([F:34])([F:33])[S:22](O[S:22]([C:21]([F:34])([F:33])[F:20])(=[O:24])=[O:23])(=[O:24])=[O:23]. Given the product [CH3:10][O:9][C:7]([C:3]1[CH2:4][CH2:5][CH2:6][C:2]=1[O:1][S:22]([C:21]([F:34])([F:33])[F:20])(=[O:24])=[O:23])=[O:8], predict the reactants needed to synthesize it. (2) Given the product [Cl:15][C:16]1[CH:17]=[CH:18][C:19]([CH2:38][NH:47][C:45]2[CH:44]=[CH:43][C:42]([C:48]3[CH:49]=[CH:50][C:51]([Cl:54])=[CH:52][CH:53]=3)=[C:41]([Cl:40])[CH:46]=2)=[C:20]([C:22]2[CH:23]=[CH:24][C:25]([C:28]([NH:30][CH2:31][CH2:32][C:33]([O:35][CH2:36][CH3:37])=[O:34])=[O:29])=[N:26][CH:27]=2)[CH:21]=1, predict the reactants needed to synthesize it. The reactants are: [BH-](OC(C)=O)(OC(C)=O)OC(C)=O.[Na+].[Cl:15][C:16]1[CH:17]=[CH:18][C:19]([CH:38]=O)=[C:20]([C:22]2[CH:23]=[CH:24][C:25]([C:28]([NH:30][CH2:31][CH2:32][C:33]([O:35][CH2:36][CH3:37])=[O:34])=[O:29])=[N:26][CH:27]=2)[CH:21]=1.[Cl:40][C:41]1[CH:46]=[C:45]([NH2:47])[CH:44]=[CH:43][C:42]=1[C:48]1[CH:53]=[CH:52][C:51]([Cl:54])=[CH:50][CH:49]=1.CC(O)=O. (3) Given the product [CH3:8][C:6]1[C:5]([O:9][CH3:10])=[CH:4][C:3]([N+:11]([O-:13])=[O:12])=[C:2]([NH:14][CH:15]2[CH2:16][CH2:17][N:18]([C:21]([O:23][C:24]([CH3:27])([CH3:26])[CH3:25])=[O:22])[CH2:19][CH2:20]2)[CH:7]=1, predict the reactants needed to synthesize it. The reactants are: F[C:2]1[CH:7]=[C:6]([CH3:8])[C:5]([O:9][CH3:10])=[CH:4][C:3]=1[N+:11]([O-:13])=[O:12].[NH2:14][CH:15]1[CH2:20][CH2:19][N:18]([C:21]([O:23][C:24]([CH3:27])([CH3:26])[CH3:25])=[O:22])[CH2:17][CH2:16]1.C(N(C(C)C)CC)(C)C. (4) The reactants are: [O:1]=[C:2]1[CH2:6][CH2:5][CH2:4][N:3]1[C:7]1[N:8]=[CH:9][C:10]([O:13][C:14]2[CH:31]=[CH:30][C:17]3[CH2:18][CH2:19][N:20]([C:23](OC(C)(C)C)=O)[CH2:21][CH2:22][C:16]=3[CH:15]=2)=[N:11][CH:12]=1.[CH:32]1(C=O)[CH2:34][CH2:33]1.C(O[BH-](OC(=O)C)OC(=O)C)(=O)C.[Na+]. Given the product [CH:32]1([CH2:23][N:20]2[CH2:19][CH2:18][C:17]3[CH:30]=[CH:31][C:14]([O:13][C:10]4[N:11]=[CH:12][C:7]([N:3]5[CH2:4][CH2:5][CH2:6][C:2]5=[O:1])=[N:8][CH:9]=4)=[CH:15][C:16]=3[CH2:22][CH2:21]2)[CH2:34][CH2:33]1, predict the reactants needed to synthesize it.